Dataset: Full USPTO retrosynthesis dataset with 1.9M reactions from patents (1976-2016). Task: Predict the reactants needed to synthesize the given product. (1) Given the product [Cl:25][C:15]1[C:14]2[C:13](=[CH:21][C:20]([Cl:22])=[CH:19][CH:18]=2)[N:12]=[C:8]([C:3]2[CH:4]=[CH:5][CH:6]=[CH:7][C:2]=2[F:1])[C:9]=1[CH3:10], predict the reactants needed to synthesize it. The reactants are: [F:1][C:2]1[CH:7]=[CH:6][CH:5]=[CH:4][C:3]=1[C:8](=O)[CH2:9][CH3:10].[NH2:12][C:13]1[CH:21]=[C:20]([Cl:22])[CH:19]=[CH:18][C:14]=1[C:15](O)=O.P(Cl)(Cl)([Cl:25])=O. (2) Given the product [CH3:11][O:10][C:3]1[CH:4]=[CH:5][CH:6]=[C:7]([O:8][CH3:9])[C:2]=1[CH:24]([NH:23][S:21]([C:17]([CH3:18])([CH3:20])[CH3:19])=[O:22])[C:25]([O:27][CH2:28][CH3:29])=[O:26], predict the reactants needed to synthesize it. The reactants are: I[C:2]1[C:7]([O:8][CH3:9])=[CH:6][CH:5]=[CH:4][C:3]=1[O:10][CH3:11].[Li]CCCC.[C:17]([S:21]([N:23]=[CH:24][C:25]([O:27][CH2:28][CH3:29])=[O:26])=[O:22])([CH3:20])([CH3:19])[CH3:18].[NH4+].[Cl-]. (3) The reactants are: [CH3:1][C:2]1[NH:7][C:6](=[O:8])[NH:5][C:4](=[O:9])[C:3]=1[N+:10]([O-:12])=[O:11].[CH3:13][N:14]([CH3:17])[CH:15]=O. Given the product [CH3:13][N:14]([CH3:17])/[CH:15]=[CH:1]/[C:2]1[NH:7][C:6](=[O:8])[NH:5][C:4](=[O:9])[C:3]=1[N+:10]([O-:12])=[O:11], predict the reactants needed to synthesize it. (4) Given the product [C:14]([O:13][C:11]([N:5]1[CH2:6][CH2:7][C@@H:2]([CH3:1])[CH2:3][C@@H:4]1[C:8]([O:10][CH2:28][CH:27]=[CH2:26])=[O:9])=[O:12])([CH3:17])([CH3:16])[CH3:15], predict the reactants needed to synthesize it. The reactants are: [CH3:1][CH:2]1[CH2:7][CH2:6][NH:5][CH:4]([C:8]([OH:10])=[O:9])[CH2:3]1.[C:11](O[C:11]([O:13][C:14]([CH3:17])([CH3:16])[CH3:15])=[O:12])([O:13][C:14]([CH3:17])([CH3:16])[CH3:15])=[O:12].[CH2:26](O)[CH:27]=[CH2:28].C1(N=C=NC2CCCCC2)CCCCC1.